Dataset: Full USPTO retrosynthesis dataset with 1.9M reactions from patents (1976-2016). Task: Predict the reactants needed to synthesize the given product. (1) Given the product [CH3:1][CH:2]1[CH2:3][NH:4][CH2:5][CH2:6]/[C:7]/1=[CH:8]\[C:9]1[CH:10]=[C:11]([CH:12]=[CH:13][CH:14]=1)[O:15][C:16]1[CH:21]=[CH:20][C:19]([C:22]([F:23])([F:24])[F:25])=[CH:18][N:17]=1, predict the reactants needed to synthesize it. The reactants are: [CH3:1][CH:2]1[CH2:3][N:4](C(NC2C=NC=CC=2)=O)[CH2:5][CH2:6]/[C:7]/1=[CH:8]\[C:9]1[CH:14]=[CH:13][CH:12]=[C:11]([O:15][C:16]2[CH:21]=[CH:20][C:19]([C:22]([F:25])([F:24])[F:23])=[CH:18][N:17]=2)[CH:10]=1. (2) Given the product [Br:8][C:6]1[N:5]=[C:4]([C:9]([OH:11])=[O:10])[C:3]([O:13][CH2:14][C:15]2[CH:20]=[CH:19][CH:18]=[CH:17][CH:16]=2)=[C:2]([O:22][CH3:21])[CH:7]=1, predict the reactants needed to synthesize it. The reactants are: Br[C:2]1[CH:7]=[C:6]([Br:8])[N:5]=[C:4]([C:9]([O:11]C)=[O:10])[C:3]=1[O:13][CH2:14][C:15]1[CH:20]=[CH:19][CH:18]=[CH:17][CH:16]=1.[C:21](=O)([O-])[O-:22].[K+].[K+].CO.Cl.